From a dataset of Catalyst prediction with 721,799 reactions and 888 catalyst types from USPTO. Predict which catalyst facilitates the given reaction. (1) Reactant: Cl[C:2]1[C:7]([F:8])=[CH:6][CH:5]=[CH:4][N:3]=1.[NH2:9][CH2:10][CH:11]1[CH2:16][CH2:15][N:14]([C:17]([O:19][CH2:20][C:21]2[CH:26]=[CH:25][CH:24]=[CH:23][CH:22]=2)=[O:18])[CH2:13][CH2:12]1.C(N(C(C)C)CC)(C)C. Product: [CH2:20]([O:19][C:17]([N:14]1[CH2:15][CH2:16][CH:11]([CH2:10][NH:9][C:2]2[C:7]([F:8])=[CH:6][CH:5]=[CH:4][N:3]=2)[CH2:12][CH2:13]1)=[O:18])[C:21]1[CH:26]=[CH:25][CH:24]=[CH:23][CH:22]=1. The catalyst class is: 141. (2) Reactant: O.[S:2](=[O:6])(=[O:5])([OH:4])[OH:3].[CH3:7][CH2:8][CH2:9][CH2:10][C:11]1[O:19][C:18]2[CH:17]=[CH:16][C:15]([NH:20][S:21]([CH3:24])(=[O:23])=[O:22])=[CH:14][C:13]=2[C:12]=1[C:25]([C:27]1[CH:28]=[CH:29][C:30]([O:33][CH2:34][CH2:35][CH2:36][N:37]([CH2:42][CH2:43][CH2:44][CH3:45])[CH2:38][CH2:39][CH2:40][CH3:41])=[CH:31][CH:32]=1)=[O:26].Cl. Product: [CH3:7][CH2:8][CH2:9][CH2:10][C:11]1[O:19][C:18]2[CH:17]=[CH:16][C:15]([NH:20][S:21]([CH3:24])(=[O:23])=[O:22])=[CH:14][C:13]=2[C:12]=1[C:25]([C:27]1[CH:28]=[CH:29][C:30]([O:33][CH2:34][CH2:35][CH2:36][N:37]([CH2:42][CH2:43][CH2:44][CH3:45])[CH2:38][CH2:39][CH2:40][CH3:41])=[CH:31][CH:32]=1)=[O:26].[S:2]([O-:6])([O-:5])(=[O:4])=[O:3]. The catalyst class is: 21.